This data is from Reaction yield outcomes from USPTO patents with 853,638 reactions. The task is: Predict the reaction yield, written as a fraction of the theoretical maximum amount of product (1.0 means a 100% yield; for example, 0.34 means a 34% yield). (1) The reactants are [N:1]1[CH:6]=[CH:5][CH:4]=[C:3]([CH:7]([NH2:16])[CH2:8][CH2:9][CH:10]2[CH2:15][CH2:14]O[CH2:12][CH2:11]2)[CH:2]=1.C(O)C.C([O-])([O-])=O.[K+].[K+].[Na+].[Cl-:27]. The catalyst is Br. The product is [ClH:27].[ClH:27].[N:1]1[CH:6]=[CH:5][CH:4]=[C:3]([CH:7]2[CH2:8][CH2:9][CH:10]3[CH2:15][CH2:14][N:16]2[CH2:12][CH2:11]3)[CH:2]=1. The yield is 0.817. (2) The reactants are [CH:1]1[CH2:8][CH2:7][CH2:6][CH2:5][CH2:4][CH2:3][CH:2]=1.[C:9](O[C:9](=[O:13])[CH:10]([CH3:12])[CH3:11])(=[O:13])[CH:10]([CH3:12])[CH3:11]. The catalyst is [Br-].[Zn+2].[Br-]. The product is [CH:1]1([C:9](=[O:13])[CH:10]([CH3:12])[CH3:11])[CH2:8][CH2:7][CH2:6][CH2:5][CH:4]=[CH:3][CH2:2]1. The yield is 0.330. (3) The reactants are [Br:1][C:2]1[C:9]([CH3:10])=[CH:8][C:5]([C:6]#[N:7])=[C:4]([F:11])[CH:3]=1.S(=O)(=O)(O)[OH:13]. The catalyst is FC(F)(F)C(O)=O. The product is [Br:1][C:2]1[C:9]([CH3:10])=[CH:8][C:5]([C:6]([NH2:7])=[O:13])=[C:4]([F:11])[CH:3]=1. The yield is 0.890. (4) The yield is 0.171. The reactants are CS(O[CH2:6][CH2:7][CH2:8][N:9]1[CH2:13][CH2:12][N:11]([CH2:14][CH2:15][CH2:16][N:17]2[CH2:21][CH2:20][CH2:19][CH:18]2[CH3:22])[C:10]1=[C:23]([C:26]#[N:27])[C:24]#[N:25])(=O)=O.[S:28]1[CH2:32][CH2:31][NH:30][CH2:29]1.C(=O)([O-])[O-].[K+].[K+].CN(C=O)C. The product is [CH3:22][CH:18]1[CH2:19][CH2:20][CH2:21][N:17]1[CH2:16][CH2:15][CH2:14][N:11]1[CH2:12][CH2:13][N:9]([CH2:8][CH2:7][CH2:6][N:30]2[CH2:31][CH2:32][S:28][CH2:29]2)[C:10]1=[C:23]([C:24]#[N:25])[C:26]#[N:27]. The catalyst is O1CCOCC1.O. (5) The reactants are [NH2:1][CH2:2][CH:3]([OH:15])[CH2:4][N:5]1[CH2:14][CH2:13][C:12]2[C:7](=[CH:8][CH:9]=[CH:10][CH:11]=2)[CH2:6]1.[Br:16][C:17]1[CH:22]=[CH:21][N:20]=[C:19](F)[CH:18]=1.CCN(C(C)C)C(C)C. The catalyst is CC(O)C. The product is [Br:16][C:17]1[CH:22]=[CH:21][N:20]=[C:19]([NH:1][CH2:2][CH:3]([OH:15])[CH2:4][N:5]2[CH2:14][CH2:13][C:12]3[C:7](=[CH:8][CH:9]=[CH:10][CH:11]=3)[CH2:6]2)[CH:18]=1. The yield is 0.585. (6) The reactants are [C:1]([C:3]1[CH:4]=[CH:5][C:6]([O:21][CH3:22])=[C:7]([CH:20]=1)[O:8][CH:9]1[CH2:14][CH2:13][N:12]([CH2:15][C:16]([NH:18][CH3:19])=[O:17])[CH2:11][CH2:10]1)#[N:2].C(O)(=O)C.S(=O)(=O)(O)O.[N+:32]([O-])([OH:34])=[O:33].N.C(#N)CC. The catalyst is [N+]([O-])(O)=O.O. The product is [C:1]([C:3]1[C:4]([N+:32]([O-:34])=[O:33])=[CH:5][C:6]([O:21][CH3:22])=[C:7]([CH:20]=1)[O:8][CH:9]1[CH2:10][CH2:11][N:12]([CH2:15][C:16]([NH:18][CH3:19])=[O:17])[CH2:13][CH2:14]1)#[N:2]. The yield is 0.820. (7) The catalyst is CO.O. The product is [CH3:24][N:22]1[C:23]2[C:18](=[CH:17][CH:16]=[CH:15][C:14]=2[CH:13]2[CH2:12][O:26]2)[CH:19]=[CH:20][C:21]1=[O:25]. The yield is 0.590. The reactants are CC1C=CC(S(O[CH2:12][CH:13]([OH:26])[C:14]2[CH:15]=[CH:16][CH:17]=[C:18]3[C:23]=2[N:22]([CH3:24])[C:21](=[O:25])[CH:20]=[CH:19]3)(=O)=O)=CC=1.C(=O)([O-])[O-].[K+].[K+]. (8) The reactants are Cl[C:2]1[N:10]=[C:9]([C:11]([F:14])([F:13])[F:12])[N:8]=[C:7]2[C:3]=1[NH:4][CH:5]=[N:6]2.C[O-].[Na+].O.[C:19](OCC)(=[O:21])C. The catalyst is CO. The product is [CH3:19][O:21][C:2]1[N:10]=[C:9]([C:11]([F:14])([F:13])[F:12])[N:8]=[C:7]2[C:3]=1[NH:4][CH:5]=[N:6]2. The yield is 0.490. (9) The reactants are [C:1](#[N:4])[CH:2]=[CH2:3].[N+:5]([CH:8]([CH3:10])[CH3:9])([O-:7])=[O:6]. The catalyst is [Cl-].C([N+](C)(C)C)CCCCCCCCCCCCCCC.[OH-].[Na+]. The product is [CH3:9][C:8]([N+:5]([O-:7])=[O:6])([CH3:10])[CH2:3][CH2:2][C:1]#[N:4]. The yield is 0.646.